Dataset: Forward reaction prediction with 1.9M reactions from USPTO patents (1976-2016). Task: Predict the product of the given reaction. (1) The product is: [CH3:1][C:2]1[CH:7]=[C:6]([CH3:8])[N:5]=[C:4]([S:9][CH2:29][C:28]2[CH:31]=[CH:32][C:25]([N+:22]([O-:24])=[O:23])=[CH:26][CH:27]=2)[N:3]=1. Given the reactants [CH3:1][C:2]1[CH:7]=[C:6]([CH3:8])[N:5]=[C:4]([SH:9])[N:3]=1.C1COCC1.C(N(CC)CC)C.[N+:22]([C:25]1[CH:32]=[CH:31][C:28]([CH2:29]Br)=[CH:27][CH:26]=1)([O-:24])=[O:23], predict the reaction product. (2) Given the reactants C([O:8][C:9]1[C:18](=[O:19])[C:17]2[C:16](=[O:20])[N:15]([CH2:21][C:22]3[CH:27]=[CH:26][C:25]([F:28])=[CH:24][CH:23]=3)[CH2:14][CH2:13][C:12]=2[N:11]2[CH2:29][CH2:30][CH:31]=[CH:32][CH:33]([CH3:34])[C:10]=12)C1C=CC=CC=1, predict the reaction product. The product is: [F:28][C:25]1[CH:24]=[CH:23][C:22]([CH2:21][N:15]2[CH2:14][CH2:13][C:12]3[N:11]4[CH2:29][CH2:30][CH2:31][CH2:32][CH:33]([CH3:34])[C:10]4=[C:9]([OH:8])[C:18](=[O:19])[C:17]=3[C:16]2=[O:20])=[CH:27][CH:26]=1.